This data is from Reaction yield outcomes from USPTO patents with 853,638 reactions. The task is: Predict the reaction yield, written as a fraction of the theoretical maximum amount of product (1.0 means a 100% yield; for example, 0.34 means a 34% yield). (1) The reactants are [Br-].[N+:2]([C:5]1[CH:30]=[CH:29][C:8]([CH2:9][P+](C2C=CC=CC=2)(C2C=CC=CC=2)C2C=CC=CC=2)=[CH:7][CH:6]=1)([O-:4])=[O:3].[F:31][C:32]1[CH:39]=[CH:38][CH:37]=[C:36]([F:40])[C:33]=1[CH:34]=O.[OH-].[Na+]. The catalyst is C(Cl)Cl. The product is [F:31][C:32]1[CH:39]=[CH:38][CH:37]=[C:36]([F:40])[C:33]=1/[CH:34]=[CH:9]/[C:8]1[CH:7]=[CH:6][C:5]([N+:2]([O-:4])=[O:3])=[CH:30][CH:29]=1. The yield is 0.690. (2) The reactants are [Br:1][C:2]1[CH:3]=[C:4]([CH:7]=[CH:8][C:9]=1[F:10])C=O.[CH:11]([O:18][CH2:19][CH3:20])([O:15][CH2:16][CH3:17])OCC.[Br-].[Br-].[Br-].C([N+](CCCC)(CCCC)CCCC)CCC.C([N+](CCCC)(CCCC)CCCC)CCC.C([N+](CCCC)(CCCC)CCCC)CCC.C([O-])(O)=O.[Na+]. The catalyst is CCO. The product is [Br:1][C:2]1[CH:3]=[C:4]([CH:11]([O:15][CH2:16][CH3:17])[O:18][CH2:19][CH3:20])[CH:7]=[CH:8][C:9]=1[F:10]. The yield is 0.880. (3) The reactants are [NH2:1][CH:2]([C:4]1[N:5]([C:15]2[CH:20]=[CH:19][CH:18]=[C:17]([F:21])[CH:16]=2)[C:6](=[O:14])[C:7]2[N:8]([CH:10]=[CH:11][C:12]=2[Cl:13])[CH:9]=1)[CH3:3].Cl[C:23]1[N:31]=[CH:30][N:29]=[C:28]2[C:24]=1[N:25]=[CH:26][NH:27]2. The catalyst is CCCCO. The product is [N:31]1[C:23]([NH:1][CH:2]([C:4]2[N:5]([C:15]3[CH:20]=[CH:19][CH:18]=[C:17]([F:21])[CH:16]=3)[C:6](=[O:14])[C:7]3[N:8]([CH:10]=[CH:11][C:12]=3[Cl:13])[CH:9]=2)[CH3:3])=[C:24]2[C:28]([NH:27][CH:26]=[N:25]2)=[N:29][CH:30]=1. The yield is 0.500. (4) The reactants are [CH3:1][O:2][C:3]([C:5]1[CH:6]=[C:7](I)[CH:8]=[C:9]2[C:14]=1[O:13][C:12]([CH3:16])([CH3:15])[CH:11]=[CH:10]2)=[O:4].[Cl:18][C:19]1[CH:20]=[C:21](B(O)O)[CH:22]=[CH:23][C:24]=1[C:25](=[O:28])[NH:26][CH3:27].C(=O)([O-])[O-].[Na+].[Na+]. The catalyst is C(O)C.C1(C)C=CC=CC=1.C1C=CC([P]([Pd]([P](C2C=CC=CC=2)(C2C=CC=CC=2)C2C=CC=CC=2)([P](C2C=CC=CC=2)(C2C=CC=CC=2)C2C=CC=CC=2)[P](C2C=CC=CC=2)(C2C=CC=CC=2)C2C=CC=CC=2)(C2C=CC=CC=2)C2C=CC=CC=2)=CC=1. The product is [CH3:1][O:2][C:3]([C:5]1[CH:6]=[C:7]([C:21]2[CH:22]=[CH:23][C:24]([C:25](=[O:28])[NH:26][CH3:27])=[C:19]([Cl:18])[CH:20]=2)[CH:8]=[C:9]2[C:14]=1[O:13][C:12]([CH3:16])([CH3:15])[CH:11]=[CH:10]2)=[O:4]. The yield is 0.740.